This data is from Reaction yield outcomes from USPTO patents with 853,638 reactions. The task is: Predict the reaction yield, written as a fraction of the theoretical maximum amount of product (1.0 means a 100% yield; for example, 0.34 means a 34% yield). (1) The reactants are [NH2:1][C:2]1[N:3]=[CH:4][C:5]([C:8]2[CH:13]=[CH:12][C:11]([C:14]3[C:15]([S:20]([NH:23]C(C)(C)C)(=[O:22])=[O:21])=[CH:16][CH:17]=[CH:18][CH:19]=3)=[C:10]([F:28])[C:9]=2[F:29])=[N:6][CH:7]=1. The catalyst is C(O)(C(F)(F)F)=O. The product is [NH2:1][C:2]1[N:3]=[CH:4][C:5]([C:8]2[CH:13]=[CH:12][C:11]([C:14]3[C:15]([S:20]([NH2:23])(=[O:21])=[O:22])=[CH:16][CH:17]=[CH:18][CH:19]=3)=[C:10]([F:28])[C:9]=2[F:29])=[N:6][CH:7]=1. The yield is 0.960. (2) The reactants are [O-]P([O-])([O-])=O.[K+].[K+].[K+].C(O)(C)C.[C:13]1(I)[CH:18]=[CH:17][CH:16]=[CH:15][CH:14]=1.[CH2:20]([NH2:24])[CH2:21][CH2:22][CH3:23]. The catalyst is O.C(OCC)C.[Cu]I.C(O)CO. The product is [CH2:20]([NH:24][C:13]1[CH:18]=[CH:17][CH:16]=[CH:15][CH:14]=1)[CH2:21][CH2:22][CH3:23]. The yield is 0.790. (3) The reactants are [F:1][C:2]1[CH:3]=[C:4]([CH:9]=[C:10]([F:31])[C:11]=1[C@@H:12]1[C:17]2[NH:18][C:19]3[C:24]([C:16]=2[CH2:15][C@@H:14]([CH3:25])[N:13]1[CH2:26][C:27]([F:30])([CH3:29])[CH3:28])=[CH:23][CH:22]=[CH:21][CH:20]=3)[O:5][CH2:6][CH2:7]O.C1(P(C2C=CC=CC=2)C2C=CC=CC=2)C=CC=CC=1.C(Br)(Br)(Br)[Br:52]. The catalyst is C(Cl)Cl. The product is [Br:52][CH2:7][CH2:6][O:5][C:4]1[CH:3]=[C:2]([F:1])[C:11]([C@@H:12]2[C:17]3[NH:18][C:19]4[C:24]([C:16]=3[CH2:15][C@@H:14]([CH3:25])[N:13]2[CH2:26][C:27]([F:30])([CH3:29])[CH3:28])=[CH:23][CH:22]=[CH:21][CH:20]=4)=[C:10]([F:31])[CH:9]=1. The yield is 0.950. (4) The reactants are [CH3:1][C:2]1[C:3]([CH2:14][S:15]([C:17]2[NH:21][C:20]3[CH:22]=[CH:23][CH:24]=[CH:25][C:19]=3[N:18]=2)=[O:16])=[N:4][CH:5]=[CH:6][C:7]=1[O:8][CH2:9][C:10]([F:13])([F:12])[F:11].CCN(CC)CC.C([O-])(O)=O.[Na+].[C:38]1([CH3:63])[CH:43]=[CH:42][C:41]([S:44]([CH2:47][CH2:48][O:49][C:50](=[O:62])[C:51]2[CH:56]=[CH:55][C:54]([CH3:57])=[C:53]([S:58](Cl)(=[O:60])=[O:59])[CH:52]=2)(=[O:46])=[O:45])=[CH:40][CH:39]=1. The catalyst is C(Cl)Cl.O. The product is [C:38]1([CH3:63])[CH:43]=[CH:42][C:41]([S:44]([CH2:47][CH2:48][O:49][C:50](=[O:62])[C:51]2[CH:56]=[CH:55][C:54]([CH3:57])=[C:53]([S:58]([N:21]3[C:20]4[CH:22]=[CH:23][CH:24]=[CH:25][C:19]=4[N:18]=[C:17]3[S:15]([CH2:14][C:3]3[C:2]([CH3:1])=[C:7]([O:8][CH2:9][C:10]([F:13])([F:11])[F:12])[CH:6]=[CH:5][N:4]=3)=[O:16])(=[O:60])=[O:59])[CH:52]=2)(=[O:46])=[O:45])=[CH:40][CH:39]=1. The yield is 0.780.